From a dataset of CYP1A2 inhibition data for predicting drug metabolism from PubChem BioAssay. Regression/Classification. Given a drug SMILES string, predict its absorption, distribution, metabolism, or excretion properties. Task type varies by dataset: regression for continuous measurements (e.g., permeability, clearance, half-life) or binary classification for categorical outcomes (e.g., BBB penetration, CYP inhibition). Dataset: cyp1a2_veith. (1) The drug is Cc1ccc(S(=O)(=O)Nc2ccccc2-c2ccccc2NS(=O)(=O)c2ccc(C)cc2)cc1. The result is 0 (non-inhibitor). (2) The compound is C/C(=C\C1CCCCC1)C(NC(=O)c1ccc(C(F)(F)F)cc1)c1ccc(-c2ccccc2)cc1. The result is 0 (non-inhibitor). (3) The compound is C=C[C@@]12CN(C)[C@@H]3[C@@H]4CO[C@H](C[C@@H]41)[C@]1(C(=O)Nc4ccccc41)[C@H]32. The result is 0 (non-inhibitor). (4) The compound is COc1ccc(C[C@H]2NC[C@H](O)[C@@H]2OC(C)=O)cc1. The result is 0 (non-inhibitor). (5) The result is 0 (non-inhibitor). The compound is COc1ccccc1C(=O)N1CCN(c2ccccn2)CC1. (6) The drug is CCOP(=O)(CN(CC)CCNP(=O)(OCC)OCC)OCC. The result is 0 (non-inhibitor). (7) The molecule is COc1ccc(CNc2ncnc3ccc(-c4ccccc4C#N)cc23)c(OC)c1. The result is 1 (inhibitor).